From a dataset of Reaction yield outcomes from USPTO patents with 853,638 reactions. Predict the reaction yield, written as a fraction of the theoretical maximum amount of product (1.0 means a 100% yield; for example, 0.34 means a 34% yield). (1) The yield is 0.970. The reactants are C(OC(=O)[NH:7][CH2:8][CH2:9][CH2:10][NH:11][CH2:12][C:13](=[O:30])[NH:14][C:15]1[CH:28]=[CH:27][C:26]2[NH:25][C:24](=[O:29])[C:23]3[C:18](=[CH:19][CH:20]=[CH:21][CH:22]=3)[C:17]=2[CH:16]=1)(C)(C)C.[ClH:32]. The product is [ClH:32].[NH2:7][CH2:8][CH2:9][CH2:10][NH:11][CH2:12][C:13]([NH:14][C:15]1[CH:28]=[CH:27][C:26]2[NH:25][C:24](=[O:29])[C:23]3[C:18](=[CH:19][CH:20]=[CH:21][CH:22]=3)[C:17]=2[CH:16]=1)=[O:30]. The catalyst is ClCCl.O1CCOCC1. (2) The catalyst is O1CCOCC1. The reactants are Cl[C:2]1[C:7]([CH2:8][C:9]([O:11][CH3:12])=[O:10])=[C:6]([Cl:13])[N:5]=[C:4]([CH2:14][C:15]2[CH:20]=[CH:19][C:18]([N+:21]([O-:23])=[O:22])=[CH:17][CH:16]=2)[N:3]=1.[CH3:24][O:25][CH:26]([O:29][CH3:30])[CH2:27][NH2:28].C(N(C(C)C)CC)(C)C. The yield is 0.790. The product is [Cl:13][C:6]1[C:7]([CH2:8][C:9]([O:11][CH3:12])=[O:10])=[C:2]([NH:28][CH2:27][CH:26]([O:29][CH3:30])[O:25][CH3:24])[N:3]=[C:4]([CH2:14][C:15]2[CH:20]=[CH:19][C:18]([N+:21]([O-:23])=[O:22])=[CH:17][CH:16]=2)[N:5]=1. (3) The reactants are C(N(CC)CC)C.[Cl:8][C:9]1[CH:16]=[CH:15][CH:14]=[C:13]([Cl:17])[C:10]=1[CH:11]=O.Cl.[NH2:19][OH:20].O. The catalyst is ClCCl. The product is [Cl:8][C:9]1[CH:16]=[CH:15][CH:14]=[C:13]([Cl:17])[C:10]=1[CH:11]=[N:19][OH:20]. The yield is 0.940. (4) The yield is 0.940. The catalyst is C(O)(=O)C.[Zn]. The reactants are [CH3:1][N:2]1[CH:6]=[CH:5][N:4]=[C:3]1[S:7][C:8]1[C:9]([N+:14]([O-])=O)=[N:10][CH:11]=[CH:12][CH:13]=1. The product is [CH3:1][N:2]1[CH:6]=[CH:5][N:4]=[C:3]1[S:7][C:8]1[C:9]([NH2:14])=[N:10][CH:11]=[CH:12][CH:13]=1. (5) The reactants are Br[C:2]1[CH:3]=[C:4]2[C:9](=[CH:10][CH:11]=1)[N:8]=[CH:7][C:6]([C:12]#[N:13])=[C:5]2[NH:14][C:15]1[CH:20]=[CH:19][C:18]([F:21])=[C:17]([Cl:22])[CH:16]=1.[C:23]([NH2:31])(=[O:30])[C:24]1[CH:29]=[CH:28][CH:27]=[CH:26][CH:25]=1.[O-]P([O-])([O-])=O.[K+].[K+].[K+].N[C@@H]1CCCC[C@H]1N. The catalyst is O1CCOCC1. The product is [Cl:22][C:17]1[CH:16]=[C:15]([NH:14][C:5]2[C:4]3[C:9](=[CH:10][CH:11]=[C:2]([NH:31][C:23](=[O:30])[C:24]4[CH:29]=[CH:28][CH:27]=[CH:26][CH:25]=4)[CH:3]=3)[N:8]=[CH:7][C:6]=2[C:12]#[N:13])[CH:20]=[CH:19][C:18]=1[F:21]. The yield is 0.330.